Dataset: Catalyst prediction with 721,799 reactions and 888 catalyst types from USPTO. Task: Predict which catalyst facilitates the given reaction. (1) Reactant: C([O:3][C:4]([C:6]1[C:7]([C:12]2[CH:17]=[CH:16][C:15]([Br:18])=[CH:14][C:13]=2[F:19])=[N:8][O:9][C:10]=1[CH3:11])=[O:5])C.[OH-].[Na+].CO. Product: [C:4]([C:6]1[C:7]([C:12]2[CH:17]=[CH:16][C:15]([Br:18])=[CH:14][C:13]=2[F:19])=[N:8][O:9][C:10]=1[CH3:11])([OH:5])=[O:3]. The catalyst class is: 1. (2) Reactant: Cl[CH2:2][C:3]1[O:4][C:5](=[O:10])[C:6]([CH3:9])([CH3:8])[N:7]=1.[K+].[CH2:12]([O:14][C:15]([S-:17])=[S:16])[CH3:13]. Product: [CH2:12]([O:14][C:15](=[S:16])[S:17][CH2:2][C:3]1[O:4][C:5](=[O:10])[C:6]([CH3:9])([CH3:8])[N:7]=1)[CH3:13]. The catalyst class is: 10. (3) The catalyst class is: 34. Reactant: [CH3:1][C:2]1[C:11]2[C:6](=[CH:7][CH:8]=[C:9]([O:12][CH:13]3[CH2:18][CH2:17][CH2:16][CH2:15][O:14]3)[CH:10]=2)[O:5][CH:4]([C:19]2[CH:28]=[CH:27][C:22]([O:23][CH2:24][CH2:25][OH:26])=[CH:21][CH:20]=2)[C:3]=1[C:29]1[CH:34]=[CH:33][CH:32]=[C:31]([O:35][CH:36]2[CH2:41][CH2:40][CH2:39][CH2:38][O:37]2)[CH:30]=1.C(N(CC)CC)C.[CH3:49][S:50](Cl)(=[O:52])=[O:51].[Cl-].[NH4+]. Product: [CH3:49][S:50]([O:26][CH2:25][CH2:24][O:23][C:22]1[CH:27]=[CH:28][C:19]([CH:4]2[C:3]([C:29]3[CH:34]=[CH:33][CH:32]=[C:31]([O:35][CH:36]4[CH2:41][CH2:40][CH2:39][CH2:38][O:37]4)[CH:30]=3)=[C:2]([CH3:1])[C:11]3[C:6](=[CH:7][CH:8]=[C:9]([O:12][CH:13]4[CH2:18][CH2:17][CH2:16][CH2:15][O:14]4)[CH:10]=3)[O:5]2)=[CH:20][CH:21]=1)(=[O:52])=[O:51]. (4) Reactant: C([O:3][C:4]([C:6]1[N:11]=[C:10]([F:12])[C:9]([O:13][Si](C(C)C)(C(C)C)C(C)C)=[CH:8][CH:7]=1)=[CH2:5])C.[Br:24]N1C(=O)CCC1=O. Product: [Br:24][CH2:3][C:4]([C:6]1[CH:7]=[CH:8][C:9]([OH:13])=[C:10]([F:12])[N:11]=1)=[O:5]. The catalyst class is: 30. (5) Reactant: [OH:1][CH2:2][C:3]1([CH2:15][OH:16])[CH2:9][CH2:8][O:7][C:6]2[CH:10]=[CH:11][CH:12]=[CH:13][C:5]=2[C:4]1=[O:14].C(N(CC)CC)C.[C:24]1([N:30]=[C:31]=[S:32])[CH:29]=[CH:28][CH:27]=[CH:26][CH:25]=1. Product: [OH:16][CH2:15][C:3]1([CH2:2][O:1][C:31](=[S:32])[NH:30][C:24]2[CH:29]=[CH:28][CH:27]=[CH:26][CH:25]=2)[CH2:9][CH2:8][O:7][C:6]2[CH:10]=[CH:11][CH:12]=[CH:13][C:5]=2[C:4]1=[O:14]. The catalyst class is: 7. (6) Reactant: [I-].C[S+](C)(C)=O.[CH3:7]C([O-])(C)C.[K+].[CH3:13][O:14][C:15]1[CH:20]=[CH:19][CH:18]=[C:17]([O:21][CH3:22])[C:16]=1[C:23](=[CH2:29])[C:24]([O:26][CH2:27][CH3:28])=[O:25].O. Product: [CH3:22][O:21][C:17]1[CH:18]=[CH:19][CH:20]=[C:15]([O:14][CH3:13])[C:16]=1[C:23]1([C:24]([O:26][CH2:27][CH3:28])=[O:25])[CH2:7][CH2:29]1. The catalyst class is: 16. (7) Reactant: C(=O)(O)[O-].[Na+].Cl[C:7]([O:9][CH2:10][CH3:11])=[O:8].[CH3:12][O:13][C:14]1[CH:19]=[C:18]([CH3:20])[C:17]2[CH2:21][O:22][C@@H:23]3[C@H:27]([C:16]=2[CH:15]=1)[CH2:26][NH:25][CH2:24]3.C1COCC1. Product: [CH3:12][O:13][C:14]1[CH:19]=[C:18]([CH3:20])[C:17]2[CH2:21][O:22][C@@H:23]3[C@H:27]([C:16]=2[CH:15]=1)[CH2:26][N:25]([C:7]([O:9][CH2:10][CH3:11])=[O:8])[CH2:24]3. The catalyst class is: 6.